From a dataset of Full USPTO retrosynthesis dataset with 1.9M reactions from patents (1976-2016). Predict the reactants needed to synthesize the given product. (1) Given the product [CH2:1]([C:3]1[C:4]([NH:34][CH:29]2[C:30]3[C:25](=[C:24]([O:23][CH3:22])[CH:33]=[CH:32][CH:31]=3)[CH2:26][CH2:27][CH2:28]2)=[N:5][C:6]([CH2:9][CH3:10])=[CH:7][N:8]=1)[CH3:2], predict the reactants needed to synthesize it. The reactants are: [CH2:1]([C:3]1[C:4](N[C@@H]2C3C(=CC=CC=3)C[C@@H]2O)=[N:5][C:6]([CH2:9][CH3:10])=[CH:7][N:8]=1)[CH3:2].[CH3:22][O:23][C:24]1[CH:33]=[CH:32][CH:31]=[C:30]2[C:25]=1[CH2:26][CH2:27][CH2:28][CH:29]2[NH2:34]. (2) The reactants are: C(OC([N:8]1[CH2:13][CH2:12][N:11]([C:14]2[C:19]([F:20])=[CH:18][C:17]([C:21]([F:24])([F:23])[F:22])=[CH:16][N:15]=2)[CH2:10][CH2:9]1)=O)(C)(C)C.FC(F)(F)C(O)=O. Given the product [F:20][C:19]1[C:14]([N:11]2[CH2:12][CH2:13][NH:8][CH2:9][CH2:10]2)=[N:15][CH:16]=[C:17]([C:21]([F:22])([F:23])[F:24])[CH:18]=1, predict the reactants needed to synthesize it. (3) Given the product [F:1][C:2]1[CH:7]=[CH:6][C:5]([N:8]([CH3:21])[CH:9]2[CH2:10][N:11]([C:13]([O:15][C:16]([CH3:17])([CH3:19])[CH3:18])=[O:14])[CH2:12]2)=[C:4]([CH3:20])[CH:3]=1, predict the reactants needed to synthesize it. The reactants are: [F:1][C:2]1[CH:7]=[CH:6][C:5]([NH:8][CH:9]2[CH2:12][N:11]([C:13]([O:15][C:16]([CH3:19])([CH3:18])[CH3:17])=[O:14])[CH2:10]2)=[C:4]([CH3:20])[CH:3]=1.[C:21](O)(=O)C.C=O.O.C(O[BH-](OC(=O)C)OC(=O)C)(=O)C.[Na+].C([O-])(O)=O.[Na+]. (4) Given the product [CH:1]1([N:4]2[CH2:9][C:8]3([CH2:14][CH2:13][N:12]([S:15]([C:18]4[CH:19]=[CH:20][C:21]([C:44]5[C:43]([OH:42])=[C:52]6[C:47]([CH:48]=[CH:49][CH:50]=[N:51]6)=[CH:46][CH:45]=5)=[CH:22][CH:23]=4)(=[O:17])=[O:16])[CH2:11][CH2:10]3)[O:7][CH2:6][C:5]2=[O:33])[CH2:3][CH2:2]1, predict the reactants needed to synthesize it. The reactants are: [CH:1]1([N:4]2[CH2:9][C:8]3([CH2:14][CH2:13][N:12]([S:15]([C:18]4[CH:23]=[CH:22][C:21](B5OC(C)(C)C(C)(C)O5)=[CH:20][CH:19]=4)(=[O:17])=[O:16])[CH2:11][CH2:10]3)[O:7][CH2:6][C:5]2=[O:33])[CH2:3][CH2:2]1.C([O:42][C:43]1[C:44](Br)=[CH:45][CH:46]=[C:47]2[C:52]=1[N:51]=[CH:50][CH:49]=[CH:48]2)(=O)C1C=CC=CC=1.C(=O)([O-])[O-].[K+].[K+].